This data is from NCI-60 drug combinations with 297,098 pairs across 59 cell lines. The task is: Regression. Given two drug SMILES strings and cell line genomic features, predict the synergy score measuring deviation from expected non-interaction effect. (1) Drug 1: C1=CC(=C2C(=C1NCCNCCO)C(=O)C3=C(C=CC(=C3C2=O)O)O)NCCNCCO. Drug 2: C1=NC2=C(N=C(N=C2N1C3C(C(C(O3)CO)O)O)F)N. Cell line: ACHN. Synergy scores: CSS=54.8, Synergy_ZIP=6.58, Synergy_Bliss=7.44, Synergy_Loewe=-5.08, Synergy_HSA=8.27. (2) Drug 1: CC1=C(N=C(N=C1N)C(CC(=O)N)NCC(C(=O)N)N)C(=O)NC(C(C2=CN=CN2)OC3C(C(C(C(O3)CO)O)O)OC4C(C(C(C(O4)CO)O)OC(=O)N)O)C(=O)NC(C)C(C(C)C(=O)NC(C(C)O)C(=O)NCCC5=NC(=CS5)C6=NC(=CS6)C(=O)NCCC[S+](C)C)O. Drug 2: C#CCC(CC1=CN=C2C(=N1)C(=NC(=N2)N)N)C3=CC=C(C=C3)C(=O)NC(CCC(=O)O)C(=O)O. Cell line: UO-31. Synergy scores: CSS=27.3, Synergy_ZIP=-1.13, Synergy_Bliss=-2.11, Synergy_Loewe=-1.69, Synergy_HSA=-1.68.